From a dataset of NCI-60 drug combinations with 297,098 pairs across 59 cell lines. Regression. Given two drug SMILES strings and cell line genomic features, predict the synergy score measuring deviation from expected non-interaction effect. (1) Drug 1: CNC(=O)C1=CC=CC=C1SC2=CC3=C(C=C2)C(=NN3)C=CC4=CC=CC=N4. Drug 2: C1=CC(=CC=C1CCCC(=O)O)N(CCCl)CCCl. Cell line: SF-268. Synergy scores: CSS=38.0, Synergy_ZIP=-2.65, Synergy_Bliss=-3.76, Synergy_Loewe=-4.57, Synergy_HSA=-4.44. (2) Drug 1: CN(CC1=CN=C2C(=N1)C(=NC(=N2)N)N)C3=CC=C(C=C3)C(=O)NC(CCC(=O)O)C(=O)O. Drug 2: N.N.Cl[Pt+2]Cl. Cell line: ACHN. Synergy scores: CSS=61.6, Synergy_ZIP=-1.82, Synergy_Bliss=-2.68, Synergy_Loewe=-4.56, Synergy_HSA=-1.60. (3) Drug 1: C1=CC(=CC=C1CCCC(=O)O)N(CCCl)CCCl. Drug 2: C1C(C(OC1N2C=NC(=NC2=O)N)CO)O. Cell line: NCI/ADR-RES. Synergy scores: CSS=15.5, Synergy_ZIP=-8.90, Synergy_Bliss=-6.51, Synergy_Loewe=-8.23, Synergy_HSA=-5.60. (4) Cell line: NCI-H226. Synergy scores: CSS=42.1, Synergy_ZIP=6.37, Synergy_Bliss=8.17, Synergy_Loewe=-15.4, Synergy_HSA=6.85. Drug 2: CC1CCCC2(C(O2)CC(NC(=O)CC(C(C(=O)C(C1O)C)(C)C)O)C(=CC3=CSC(=N3)C)C)C. Drug 1: CC1=C(C=C(C=C1)NC(=O)C2=CC=C(C=C2)CN3CCN(CC3)C)NC4=NC=CC(=N4)C5=CN=CC=C5. (5) Synergy scores: CSS=45.5, Synergy_ZIP=-2.91, Synergy_Bliss=0.108, Synergy_Loewe=2.54, Synergy_HSA=3.84. Drug 2: CC1C(C(CC(O1)OC2CC(CC3=C2C(=C4C(=C3O)C(=O)C5=C(C4=O)C(=CC=C5)OC)O)(C(=O)CO)O)N)O.Cl. Cell line: KM12. Drug 1: CC1C(C(CC(O1)OC2CC(CC3=C2C(=C4C(=C3O)C(=O)C5=C(C4=O)C(=CC=C5)OC)O)(C(=O)CO)O)N)O.Cl. (6) Drug 1: C1C(C(OC1N2C=C(C(=O)NC2=O)F)CO)O. Drug 2: CS(=O)(=O)OCCCCOS(=O)(=O)C. Cell line: A549. Synergy scores: CSS=24.0, Synergy_ZIP=-4.18, Synergy_Bliss=-2.13, Synergy_Loewe=-3.42, Synergy_HSA=-0.161.